This data is from Forward reaction prediction with 1.9M reactions from USPTO patents (1976-2016). The task is: Predict the product of the given reaction. (1) The product is: [CH3:27][O:26][C:6]1[C:7]([O:24][CH3:25])=[CH:8][C:9]2[C:10]3[C:11](=[N:12][NH:13][CH:14]=3)[C:2]([NH:28][C:29]3[CH:30]=[CH:31][C:32]([NH:35][C:36]([NH:38][C:39]4[CH:40]=[C:41]([CH3:45])[CH:42]=[CH:43][CH:44]=4)=[O:37])=[CH:33][CH:34]=3)=[N:3][C:4]=2[CH:5]=1. Given the reactants Cl[C:2]1[C:11]2=[N:12][N:13](CC3C=CC(OC)=CC=3)[CH:14]=[C:10]2[C:9]2[CH:8]=[C:7]([O:24][CH3:25])[C:6]([O:26][CH3:27])=[CH:5][C:4]=2[N:3]=1.[NH2:28][C:29]1[CH:34]=[CH:33][C:32]([NH:35][C:36]([NH:38][C:39]2[CH:40]=[C:41]([CH3:45])[CH:42]=[CH:43][CH:44]=2)=[O:37])=[CH:31][CH:30]=1.Cl, predict the reaction product. (2) Given the reactants [CH3:1][C@H:2]1[C@@:41]2([OH:43])[O:42][CH:5]([CH2:6][C@H:7]([O:68][CH3:69])[C:8]([CH3:67])=[CH:9][CH:10]=[CH:11][CH:12]=[CH:13][C@@H:14]([CH3:66])[CH2:15][C@@H:16]([CH3:65])[C:17]([C@H:19]([O:63][CH3:64])[C@H:20]([OH:62])[C:21]([CH3:61])=[CH:22][C@@H:23]([CH3:60])[C:24]([CH2:26][C@@H:27]([C@@H:44]([CH2:46][C@H:47]3[CH2:52][C@@H:51]([O:53][CH3:54])[C@@H:50]([N:55]4[N:59]=[N:58][N:57]=[CH:56]4)[CH2:49][CH2:48]3)[CH3:45])[O:28][C:29]([C@H:31]3[N:36]([C:37]([C:39]2=[O:40])=[O:38])[CH2:35][CH2:34][CH2:33][CH2:32]3)=[O:30])=[O:25])=[O:18])[CH2:4][CH2:3]1.C1(C)C=CC=CC=1, predict the reaction product. The product is: [CH3:1][C@H:2]1[C@@:41]2([OH:43])[O:42][CH:5]([CH2:6][C@H:7]([O:68][CH3:69])[C:8]([CH3:67])=[CH:9][CH:10]=[CH:11][CH:12]=[CH:13][C@@H:14]([CH3:66])[CH2:15][C@@H:16]([CH3:65])[C:17]([C@H:19]([O:63][CH3:64])[C@H:20]([OH:62])[C:21]([CH3:61])=[CH:22][C@@H:23]([CH3:60])[C:24]([CH2:26][C@@H:27]([C@@H:44]([CH2:46][C@H:47]3[CH2:52][C@@H:51]([O:53][CH3:54])[C@@H:50]([N:55]4[N:59]=[N:58][N:57]=[CH:56]4)[CH2:49][CH2:48]3)[CH3:45])[O:28][C:29]([C@H:31]3[N:36]([C:37]([C:39]2=[O:40])=[O:38])[CH2:35][CH2:34][CH2:33][CH2:32]3)=[O:30])=[O:25])=[O:18])[CH2:4][CH2:3]1.[O:53]1[CH2:51][CH2:52][CH2:47][CH2:54]1.